Regression. Given a peptide amino acid sequence and an MHC pseudo amino acid sequence, predict their binding affinity value. This is MHC class I binding data. From a dataset of Peptide-MHC class I binding affinity with 185,985 pairs from IEDB/IMGT. (1) The peptide sequence is LRTELTYL. The MHC is Mamu-B03 with pseudo-sequence Mamu-B03. The binding affinity (normalized) is 0.469. (2) The peptide sequence is KPTFKHASV. The MHC is HLA-A02:01 with pseudo-sequence HLA-A02:01. The binding affinity (normalized) is 0.0847. (3) The peptide sequence is GVIYIMIISK. The MHC is HLA-A11:01 with pseudo-sequence HLA-A11:01. The binding affinity (normalized) is 0.733. (4) The peptide sequence is FWLMVYEGL. The MHC is HLA-B07:02 with pseudo-sequence HLA-B07:02. The binding affinity (normalized) is 0.0847. (5) The peptide sequence is DPNPQEVVL. The MHC is HLA-A23:01 with pseudo-sequence HLA-A23:01. The binding affinity (normalized) is 0.